This data is from Reaction yield outcomes from USPTO patents with 853,638 reactions. The task is: Predict the reaction yield, written as a fraction of the theoretical maximum amount of product (1.0 means a 100% yield; for example, 0.34 means a 34% yield). (1) The yield is 0.860. The reactants are C([O:3][C:4]([CH:6]1[CH2:11][CH2:10][N:9]([C:12]([C:14]2([CH3:17])[CH2:16][CH2:15]2)=[O:13])[CH2:8][CH2:7]1)=[O:5])C.[Li+].[OH-].C1COCC1.O. The product is [CH3:17][C:14]1([C:12]([N:9]2[CH2:8][CH2:7][CH:6]([C:4]([OH:5])=[O:3])[CH2:11][CH2:10]2)=[O:13])[CH2:15][CH2:16]1. The catalyst is C(O)C. (2) The reactants are [C:1]([O:5][C:6](=[O:9])[NH:7][NH2:8])([CH3:4])([CH3:3])[CH3:2].CCN(C(C)C)C(C)C.Br[CH2:20][CH2:21][CH2:22][CH3:23]. The catalyst is C(#N)C. The product is [C:1]([O:5][C:6]([NH:7][NH:8][CH2:20][CH2:21][CH2:22][CH3:23])=[O:9])([CH3:4])([CH3:3])[CH3:2]. The yield is 0.390. (3) The reactants are [CH2:1]([O:7][C:8]1[CH:28]=[CH:27][C:11]([N:12]([C:20]2[CH:25]=[CH:24][C:23](Br)=[CH:22][CH:21]=2)[C:13]2[CH:18]=[CH:17][C:16](Br)=[CH:15][CH:14]=2)=[CH:10][CH:9]=1)[CH2:2][CH2:3][CH2:4][CH2:5][CH3:6].C[Si]([C:33]#[CH:34])(C)C.[C:35]1(P(C2C=CC=CC=2)C2C=CC=CC=2)C=CC=C[CH:36]=1.C(=O)([O-])[O-].[K+].[K+]. The catalyst is CO.C1C=CC(P(C2C=CC=CC=2)C2C=CC=CC=2)=CC=1.C1C=CC(P(C2C=CC=CC=2)C2C=CC=CC=2)=CC=1.Cl[Pd]Cl.[Cu](I)I.C(N(CC)CC)C. The product is [CH2:1]([O:7][C:8]1[CH:28]=[CH:27][C:11]([N:12]([C:20]2[CH:25]=[CH:24][C:23]([C:33]#[CH:34])=[CH:22][CH:21]=2)[C:13]2[CH:18]=[CH:17][C:16]([C:35]#[CH:36])=[CH:15][CH:14]=2)=[CH:10][CH:9]=1)[CH2:2][CH2:3][CH2:4][CH2:5][CH3:6]. The yield is 0.150.